This data is from Forward reaction prediction with 1.9M reactions from USPTO patents (1976-2016). The task is: Predict the product of the given reaction. (1) Given the reactants Cl[C:2]1[CH:3]=[C:4]([C:14]([NH:16][CH2:17][C:18]2[C:19](=[O:26])[NH:20][C:21]([CH3:25])=[CH:22][C:23]=2[CH3:24])=[O:15])[C:5]2[CH:10]=[N:9][N:8]([CH:11]([CH3:13])[CH3:12])[C:6]=2[N:7]=1.[I-].[Na+].C(N(CC)CC)C.C1CCN2C(=NCCC2)CC1.[C:47]1([C:53]#[CH:54])[CH:52]=[CH:51][CH:50]=[CH:49][CH:48]=1, predict the reaction product. The product is: [CH3:24][C:23]1[CH:22]=[C:21]([CH3:25])[NH:20][C:19](=[O:26])[C:18]=1[CH2:17][NH:16][C:14]([C:4]1[C:5]2[CH:10]=[N:9][N:8]([CH:11]([CH3:13])[CH3:12])[C:6]=2[N:7]=[C:2]([C:54]#[C:53][C:47]2[CH:52]=[CH:51][CH:50]=[CH:49][CH:48]=2)[CH:3]=1)=[O:15]. (2) Given the reactants [H-].C([Al+]CC(C)C)C(C)C.[C:11]1([CH:17]([C:24]2[CH:29]=[CH:28][CH:27]=[CH:26][CH:25]=2)[CH2:18][C:19](OCC)=[O:20])[CH:16]=[CH:15][CH:14]=[CH:13][CH:12]=1.CO.O, predict the reaction product. The product is: [C:24]1([CH:17]([C:11]2[CH:12]=[CH:13][CH:14]=[CH:15][CH:16]=2)[CH2:18][CH2:19][OH:20])[CH:25]=[CH:26][CH:27]=[CH:28][CH:29]=1. (3) The product is: [CH:18]12[O:26][CH:19]1[CH2:20][N:16]([C:9]([O:11][C:12]([CH3:13])([CH3:14])[CH3:15])=[O:10])[CH2:17]2. Given the reactants [C:9](O[C:9]([O:11][C:12]([CH3:15])([CH3:14])[CH3:13])=[O:10])([O:11][C:12]([CH3:15])([CH3:14])[CH3:13])=[O:10].[NH:16]1[CH2:20][CH:19]=[CH:18][CH2:17]1.ClC1C=C(C=CC=1)C(OO)=[O:26].[O-]S([O-])=O.[Na+].[Na+], predict the reaction product. (4) Given the reactants [OH-].[Na+].[CH3:3][C:4]1[CH:9]=[C:8]([O:10][CH2:11][C:12]2([CH3:16])[CH2:15][O:14][CH2:13]2)[CH:7]=[C:6]([CH3:17])[C:5]=1[C:18]1[CH:26]=[CH:25][C:24]([F:27])=[C:23]2[C:19]=1[CH2:20][CH2:21][C@H:22]2[O:28][C:29]1[CH:42]=[CH:41][C:32]2[C@H:33]([CH2:36][C:37]([O:39]C)=[O:38])[CH2:34][O:35][C:31]=2[CH:30]=1, predict the reaction product. The product is: [CH3:3][C:4]1[CH:9]=[C:8]([O:10][CH2:11][C:12]2([CH3:16])[CH2:13][O:14][CH2:15]2)[CH:7]=[C:6]([CH3:17])[C:5]=1[C:18]1[CH:26]=[CH:25][C:24]([F:27])=[C:23]2[C:19]=1[CH2:20][CH2:21][C@H:22]2[O:28][C:29]1[CH:42]=[CH:41][C:32]2[C@H:33]([CH2:36][C:37]([OH:39])=[O:38])[CH2:34][O:35][C:31]=2[CH:30]=1. (5) Given the reactants [CH2:1]1[CH2:11][C:9](=[O:10])[C:8]2[C:3](=[CH:4][CH:5]=[CH:6][CH:7]=2)[CH2:2]1.Cl.[N:13]([O-])=O.[Na+].[N-:17]=[N+:18]=[N-:19].[Na+], predict the reaction product. The product is: [NH2:13][C:4]1[CH:5]=[CH:6][CH:7]=[C:8]2[C:3]=1[CH2:2][CH2:1][CH2:11][C:9]2=[O:10].[N:17]([C:4]1[CH:5]=[CH:6][CH:7]=[C:8]2[C:3]=1[CH2:2][CH2:1][CH2:11][C:9]2=[O:10])=[N+:18]=[N-:19]. (6) Given the reactants [Li+].C[CH:3]([N-:5][CH:6](C)C)C.CNC.C[O:13][C:14]([C:16]1[CH:21]=[CH:20][N:19]=[C:18]([NH2:22])[CH:17]=1)=O, predict the reaction product. The product is: [NH2:22][C:18]1[CH:17]=[C:16]([CH:21]=[CH:20][N:19]=1)[C:14]([N:5]([CH3:6])[CH3:3])=[O:13].